Dataset: Full USPTO retrosynthesis dataset with 1.9M reactions from patents (1976-2016). Task: Predict the reactants needed to synthesize the given product. (1) Given the product [F:18][C:19]([F:32])([F:31])[S:20]([O:1][C:2]1[CH:11]=[C:10]2[C:5]([CH:6]=[CH:7][CH:8]=[N:9]2)=[CH:4][CH:3]=1)(=[O:22])=[O:21], predict the reactants needed to synthesize it. The reactants are: [OH:1][C:2]1[CH:11]=[C:10]2[C:5]([CH:6]=[CH:7][CH:8]=[N:9]2)=[CH:4][CH:3]=1.N1C=CC=CC=1.[F:18][C:19]([F:32])([F:31])[S:20](O[S:20]([C:19]([F:32])([F:31])[F:18])(=[O:22])=[O:21])(=[O:22])=[O:21].[Cl-].[NH4+]. (2) Given the product [CH3:15][C@H:6]1[C@@H:5]([C:3]([O:2][CH3:1])=[O:4])[CH2:9][CH2:8][N:7]1[C:10](=[O:14])[C:11](=[O:13])[NH:25][C@H:23]([CH3:24])[C:22]([F:27])([F:26])[F:21], predict the reactants needed to synthesize it. The reactants are: [CH3:1][O:2][C:3]([C@H:5]1[CH2:9][CH2:8][N:7]([C:10](=[O:14])[C:11]([OH:13])=O)[C@H:6]1[CH3:15])=[O:4].CN(C=O)C.[F:21][C:22]([F:27])([F:26])[C@H:23]([NH2:25])[CH3:24].CN(C(ON1N=NC2C=CC=NC1=2)=[N+](C)C)C.F[P-](F)(F)(F)(F)F. (3) Given the product [Cl:1][C:2]1[CH:3]=[CH:4][C:5]2[N:11]3[CH:12]=[CH:13][CH:14]=[C:10]3[C@@H:9]([CH2:15][CH2:16][CH2:17][C:18]([N:20]3[CH2:25][CH2:24][CH:23]([CH2:26][C:27]([OH:29])=[O:28])[CH2:22][CH2:21]3)=[O:19])[O:8][C@H:7]([C:32]3[CH:37]=[CH:36][CH:35]=[C:34]([O:38][CH3:39])[C:33]=3[O:40][CH3:41])[C:6]=2[CH:42]=1, predict the reactants needed to synthesize it. The reactants are: [Cl:1][C:2]1[CH:3]=[CH:4][C:5]2[N:11]3[CH:12]=[CH:13][CH:14]=[C:10]3[C@@H:9]([CH2:15][CH2:16][CH2:17][C:18]([N:20]3[CH2:25][CH2:24][CH:23]([CH2:26][C:27]([O:29]CC)=[O:28])[CH2:22][CH2:21]3)=[O:19])[O:8][C@H:7]([C:32]3[CH:37]=[CH:36][CH:35]=[C:34]([O:38][CH3:39])[C:33]=3[O:40][CH3:41])[C:6]=2[CH:42]=1.C(=O)([O-])[O-].[K+].[K+].Cl. (4) Given the product [CH3:20][C:21]1[C:22]([N:28]2[CH2:29][CH2:30][N:31]([C:14]([C:13]3[CH:12]=[CH:11][C:10]([C:7]([N:3]4[CH2:4][CH2:5][CH2:6][S:2]4(=[O:1])=[O:19])([CH3:8])[CH3:9])=[CH:18][CH:17]=3)=[O:16])[CH2:32][CH2:33]2)=[N:23][CH:24]=[C:25]([CH3:27])[CH:26]=1, predict the reactants needed to synthesize it. The reactants are: [O:1]=[S:2]1(=[O:19])[CH2:6][CH2:5][CH2:4][N:3]1[C:7]([C:10]1[CH:18]=[CH:17][C:13]([C:14]([OH:16])=O)=[CH:12][CH:11]=1)([CH3:9])[CH3:8].[CH3:20][C:21]1[C:22]([N:28]2[CH2:33][CH2:32][NH:31][CH2:30][CH2:29]2)=[N:23][CH:24]=[C:25]([CH3:27])[CH:26]=1. (5) Given the product [C:1]([O:5][C:6](=[O:7])[N:8]([CH2:10][C:11]([N:17]1[CH2:18][CH2:19][N:14]([C:20]2[C:25]([C:26]#[N:27])=[CH:24][CH:23]=[CH:22][N:21]=2)[CH2:15][CH2:16]1)=[O:13])[CH3:9])([CH3:2])([CH3:3])[CH3:4], predict the reactants needed to synthesize it. The reactants are: [C:1]([O:5][C:6]([N:8]([CH2:10][C:11]([OH:13])=O)[CH3:9])=[O:7])([CH3:4])([CH3:3])[CH3:2].[N:14]1([C:20]2[C:25]([C:26]#[N:27])=[CH:24][CH:23]=[CH:22][N:21]=2)[CH2:19][CH2:18][NH:17][CH2:16][CH2:15]1.Cl.C(N=C=NCCCN(C)C)C.O.ON1C2C=CC=CC=2N=N1. (6) The reactants are: [CH3:1][C:2]1[N:3]=[C:4]([N:12]2[CH2:16][CH2:15][N:14]([C:17]3C=C[CH:20]=[CH:19][CH:18]=3)[C:13]2=[O:23])[S:5][C:6]=1[C:7]([O:9]CC)=[O:8].C(N1CCN(C2SC(C(OCC)=O)=C(C)N=2)C1=O)CCC. Given the product [CH2:17]([N:14]1[CH2:15][CH2:16][N:12]([C:4]2[S:5][C:6]([C:7]([OH:9])=[O:8])=[C:2]([CH3:1])[N:3]=2)[C:13]1=[O:23])[CH2:18][CH2:19][CH3:20], predict the reactants needed to synthesize it. (7) Given the product [Cl:11][C:4]1[C:3]([CH3:12])=[C:2]([NH:13][C:14]2[CH:19]=[CH:18][CH:17]=[CH:16][C:15]=2[CH3:20])[C:7]([C:8]([OH:10])=[O:9])=[CH:6][N:5]=1, predict the reactants needed to synthesize it. The reactants are: Cl[C:2]1[C:7]([C:8]([OH:10])=[O:9])=[CH:6][N:5]=[C:4]([Cl:11])[C:3]=1[CH3:12].[NH2:13][C:14]1[C:15]([CH3:20])=[CH:16][CH:17]=[CH:18][CH:19]=1.